Dataset: Full USPTO retrosynthesis dataset with 1.9M reactions from patents (1976-2016). Task: Predict the reactants needed to synthesize the given product. (1) Given the product [Br:14][C:11]1[CH:12]=[CH:13][C:6]([CH3:5])=[C:7]([CH:10]=1)[CH:8]=[O:9], predict the reactants needed to synthesize it. The reactants are: [Cl-].[Cl-].[Cl-].[Al+3].[CH3:5][C:6]1[CH:13]=[CH:12][CH:11]=[CH:10][C:7]=1[CH:8]=[O:9].[Br:14]Br. (2) The reactants are: [CH3:1][O:2][C:3]1[N:8]=[C:7]([CH3:9])[C:6]([N+:10]([O-])=O)=[CH:5][CH:4]=1. Given the product [CH3:1][O:2][C:3]1[N:8]=[C:7]([CH3:9])[C:6]([NH2:10])=[CH:5][CH:4]=1, predict the reactants needed to synthesize it. (3) Given the product [CH3:20][O:13][C:12](=[O:14])[CH2:11][C:5]1[C:4]2[C:8](=[CH:9][CH:10]=[C:2]([F:1])[CH:3]=2)[NH:7][CH:6]=1, predict the reactants needed to synthesize it. The reactants are: [F:1][C:2]1[CH:3]=[C:4]2[C:8](=[CH:9][CH:10]=1)[NH:7][CH:6]=[C:5]2[CH2:11][C:12]([OH:14])=[O:13].S(=O)(=O)(O)O.[C:20]([O-])(O)=O.[Na+]. (4) Given the product [CH3:26][N:25]([CH3:27])[C:23]([CH3:24])=[CH:2][C:1]([C:4]1[C:9](=[O:10])[CH:8]=[CH:7][N:6]([C:11]2[CH:16]=[CH:15][CH:14]=[C:13]([C:17]([F:19])([F:20])[F:18])[CH:12]=2)[N:5]=1)=[O:3], predict the reactants needed to synthesize it. The reactants are: [C:1]([C:4]1[C:9](=[O:10])[CH:8]=[CH:7][N:6]([C:11]2[CH:16]=[CH:15][CH:14]=[C:13]([C:17]([F:20])([F:19])[F:18])[CH:12]=2)[N:5]=1)(=[O:3])[CH3:2].CO[C:23](OC)([N:25]([CH3:27])[CH3:26])[CH3:24]. (5) Given the product [Cl:24][C:25]1[N:26]=[C:27]([F:33])[C:28]([CH:29]([OH:30])[CH2:2][C:1]([C:4]2[CH:5]=[C:6]([CH:11]=[CH:12][CH:13]=2)[C:7]([O:9][CH3:10])=[O:8])=[O:3])=[CH:31][CH:32]=1, predict the reactants needed to synthesize it. The reactants are: [C:1]([C:4]1[CH:5]=[C:6]([CH:11]=[CH:12][CH:13]=1)[C:7]([O:9][CH3:10])=[O:8])(=[O:3])[CH3:2].C[Si]([N-][Si](C)(C)C)(C)C.[Li+].[Cl:24][C:25]1[CH:32]=[CH:31][C:28]([CH:29]=[O:30])=[C:27]([F:33])[N:26]=1.[NH4+].[Cl-]. (6) The reactants are: [CH2:1]([N:8]1[CH2:13][CH2:12][CH2:11][CH2:10][C@@H:9]1[CH2:14][OH:15])[C:2]1[CH:7]=[CH:6][CH:5]=[CH:4][CH:3]=1.[H-].[Na+].[CH2:18]([O:20][C:21]1[CH:30]=[C:29]2[C:24]([C:25](=[O:31])[NH:26][CH:27]=[N:28]2)=[C:23](F)[CH:22]=1)[CH3:19].[Cl-].[NH4+]. Given the product [CH2:1]([N:8]1[CH2:13][CH2:12][CH2:11][CH2:10][C@@H:9]1[CH2:14][O:15][C:23]1[CH:22]=[C:21]([O:20][CH2:18][CH3:19])[CH:30]=[C:29]2[C:24]=1[C:25](=[O:31])[NH:26][CH:27]=[N:28]2)[C:2]1[CH:7]=[CH:6][CH:5]=[CH:4][CH:3]=1, predict the reactants needed to synthesize it. (7) Given the product [NH2:17][C:8]1[CH:9]=[C:10]([CH:15]=[CH:16][C:7]=1[S:6][C:4]([CH3:20])([CH2:3][CH2:2][Cl:1])[CH3:5])[C:11]([O:13][CH3:14])=[O:12], predict the reactants needed to synthesize it. The reactants are: [Cl:1][CH2:2][CH2:3][C:4]([CH3:20])([S:6][C:7]1[CH:16]=[CH:15][C:10]([C:11]([O:13][CH3:14])=[O:12])=[CH:9][C:8]=1[N+:17]([O-])=O)[CH3:5]. (8) Given the product [CH3:42][CH:43]([NH:39][C:34](=[O:36])[CH2:33][CH:30]1[S:29][C:28]([C:16]2[NH:17][C:18]3[C:14]([CH:15]=2)=[CH:13][C:12]([O:11][C:8]2[CH:9]=[N:10][C:5]([S:2]([CH3:1])(=[O:3])=[O:4])=[CH:6][CH:7]=2)=[CH:20][C:19]=3[O:21][CH:22]2[CH2:23][CH2:24][O:25][CH2:26][CH2:27]2)=[N:32][CH2:31]1)[CH3:44], predict the reactants needed to synthesize it. The reactants are: [CH3:1][S:2]([C:5]1[N:10]=[CH:9][C:8]([O:11][C:12]2[CH:13]=[C:14]3[C:18](=[C:19]([O:21][CH:22]4[CH2:27][CH2:26][O:25][CH2:24][CH2:23]4)[CH:20]=2)[NH:17][C:16]([C:28]2[S:29][CH:30]([CH2:33][C:34]([OH:36])=O)[CH2:31][N:32]=2)=[CH:15]3)=[CH:7][CH:6]=1)(=[O:4])=[O:3].O.O[N:39]1[C:43]2[CH:44]=CC=C[C:42]=2N=N1.Cl.C(N=C=NCCCN(C)C)C.C(N)(C)C. (9) The reactants are: [F:1][C:2]1[C:3]2[CH:4]=[C:5]3[C:14]4[N:15]=[C:16]([C:19]5[C:20]([N:39]([CH3:44])[S:40]([CH3:43])(=[O:42])=[O:41])=[CH:21][C:22]6[O:26][C:25]([C:27]7[CH:32]=[CH:31][C:30](=[O:33])[NH:29][CH:28]=7)=[C:24]([C:34]([NH:36][CH3:37])=[O:35])[C:23]=6[CH:38]=5)[CH:17]=[CH:18][C:13]=4[O:12][CH2:11][N:6]3[C:7]=2[CH:8]=[CH:9][CH:10]=1.Cl[C:46](C(O[Na])=O)([F:48])[F:47]. Given the product [F:47][CH:46]([F:48])[O:33][C:30]1[N:29]=[CH:28][C:27]([C:25]2[O:26][C:22]3[CH:21]=[C:20]([N:39]([CH3:44])[S:40]([CH3:43])(=[O:42])=[O:41])[C:19]([C:16]4[CH:17]=[CH:18][C:13]5[O:12][CH2:11][N:6]6[C:7]7[CH:8]=[CH:9][CH:10]=[C:2]([F:1])[C:3]=7[CH:4]=[C:5]6[C:14]=5[N:15]=4)=[CH:38][C:23]=3[C:24]=2[C:34]([NH:36][CH3:37])=[O:35])=[CH:32][CH:31]=1.[F:47][CH:46]([F:48])[N:29]1[C:30](=[O:33])[CH:31]=[CH:32][C:27]([C:25]2[O:26][C:22]3[CH:21]=[C:20]([N:39]([CH3:44])[S:40]([CH3:43])(=[O:42])=[O:41])[C:19]([C:16]4[CH:17]=[CH:18][C:13]5[O:12][CH2:11][N:6]6[C:7]7[CH:8]=[CH:9][CH:10]=[C:2]([F:1])[C:3]=7[CH:4]=[C:5]6[C:14]=5[N:15]=4)=[CH:38][C:23]=3[C:24]=2[C:34]([NH:36][CH3:37])=[O:35])=[CH:28]1, predict the reactants needed to synthesize it. (10) Given the product [F:25][C:2]([F:1])([F:24])[C:3]([CH:11]1[CH2:16][CH2:15][CH2:14][NH:13][CH2:12]1)([OH:10])[CH2:4][CH2:5][CH2:6][CH2:7][O:8][CH3:9], predict the reactants needed to synthesize it. The reactants are: [F:1][C:2]([F:25])([F:24])[C:3]([CH:11]1[CH2:16][CH2:15][CH2:14][N:13](C(OC(C)(C)C)=O)[CH2:12]1)([OH:10])[CH2:4][CH2:5][CH2:6][CH2:7][O:8][CH3:9].